From a dataset of Full USPTO retrosynthesis dataset with 1.9M reactions from patents (1976-2016). Predict the reactants needed to synthesize the given product. (1) Given the product [Br:9][C:5]1[N:4]=[C:3]([C:10]([O:12][CH3:13])=[O:11])[C:2]([NH:1][CH2:18][C:17]([F:22])([F:21])[F:16])=[CH:7][C:6]=1[F:8], predict the reactants needed to synthesize it. The reactants are: [NH2:1][C:2]1[C:3]([C:10]([O:12][CH3:13])=[O:11])=[N:4][C:5]([Br:9])=[C:6]([F:8])[CH:7]=1.[BH4-].[Na+].[F:16][C:17]([F:22])([F:21])[C:18](O)=O. (2) Given the product [CH2:22]([O:21][CH:4]([O:3][CH2:1][CH3:2])[C:5]1[O:13][C:12]2[C:11]([C:14]3[CH:19]=[CH:18][CH:17]=[C:16]([O:20][C:25]4[CH:26]=[N:27][CH:28]=[N:29][CH:30]=4)[CH:15]=3)=[CH:10][N:9]=[CH:8][C:7]=2[CH:6]=1)[CH3:23], predict the reactants needed to synthesize it. The reactants are: [CH2:1]([O:3][CH:4]([O:21][CH2:22][CH3:23])[C:5]1[O:13][C:12]2[C:11]([C:14]3[CH:15]=[C:16]([OH:20])[CH:17]=[CH:18][CH:19]=3)=[CH:10][N:9]=[CH:8][C:7]=2[CH:6]=1)[CH3:2].Br[C:25]1[CH:26]=[N:27][CH:28]=[N:29][CH:30]=1.N1C=CC=CC=1C(O)=O.P([O-])([O-])([O-])=O.[K+].[K+].[K+]. (3) Given the product [OH:15][CH2:16][CH2:17][O:18][C:19]1[CH:20]=[C:21]([C:22]2[NH:6][C:4](=[O:5])[C:3]3[C:2](=[CH:10][C:9]([O:11][CH3:12])=[CH:8][C:7]=3[O:13][CH3:14])[N:1]=2)[CH:24]=[C:25]([O:27][CH3:28])[CH:26]=1, predict the reactants needed to synthesize it. The reactants are: [NH2:1][C:2]1[CH:10]=[C:9]([O:11][CH3:12])[CH:8]=[C:7]([O:13][CH3:14])[C:3]=1[C:4]([NH2:6])=[O:5].[OH:15][CH2:16][CH2:17][O:18][C:19]1[CH:20]=[C:21]([CH:24]=[C:25]([O:27][CH3:28])[CH:26]=1)[CH:22]=O.OS([O-])=O.[Na+].CC1C=CC(S(O)(=O)=O)=CC=1. (4) Given the product [S:1]([OH:5])([OH:4])(=[O:3])=[O:2].[F:11][C:12]1[CH:13]=[C:14]([NH:23][C:24]([C@@H:26]2[N:35]([C:36]([C@@H:38]3[CH2:41][C@H:40]([CH2:42][C:43]([OH:45])=[O:44])[CH2:39]3)=[O:37])[CH2:34][CH2:33][C:32]3[N:31]=[C:30]([O:46][CH3:47])[CH:29]=[CH:28][C:27]2=3)=[O:25])[CH:15]=[C:16]2[C:20]=1[C:19]([CH3:22])([CH3:21])[CH2:18][CH2:17]2, predict the reactants needed to synthesize it. The reactants are: [S:1](=[O:5])(=[O:4])([OH:3])[OH:2].C1COCC1.[F:11][C:12]1[CH:13]=[C:14]([NH:23][C:24]([C@@H:26]2[N:35]([C:36]([C@@H:38]3[CH2:41][C@H:40]([CH2:42][C:43]([OH:45])=[O:44])[CH2:39]3)=[O:37])[CH2:34][CH2:33][C:32]3[N:31]=[C:30]([O:46][CH3:47])[CH:29]=[CH:28][C:27]2=3)=[O:25])[CH:15]=[C:16]2[C:20]=1[C:19]([CH3:22])([CH3:21])[CH2:18][CH2:17]2. (5) Given the product [Br:16][C:17]1[CH:18]=[C:19]([CH:24]=[CH:25][C:26]=1[CH2:27][NH:1][CH2:2][CH:3]([OH:9])[C:4]([N:6]([CH3:8])[CH3:7])=[O:5])[C:20]([O:22][CH3:23])=[O:21], predict the reactants needed to synthesize it. The reactants are: [NH2:1][CH2:2][CH:3]([OH:9])[C:4]([N:6]([CH3:8])[CH3:7])=[O:5].C([O-])([O-])=O.[K+].[K+].[Br:16][C:17]1[CH:18]=[C:19]([CH:24]=[CH:25][C:26]=1[CH2:27]Br)[C:20]([O:22][CH3:23])=[O:21].